From a dataset of Reaction yield outcomes from USPTO patents with 853,638 reactions. Predict the reaction yield, written as a fraction of the theoretical maximum amount of product (1.0 means a 100% yield; for example, 0.34 means a 34% yield). (1) The reactants are C([O:3][C:4]([C:6]1[N:14]=[CH:13][N:12]=[C:11]2[C:7]=1[N:8]=[CH:9][N:10]2C1CCCCO1)=[CH2:5])C.O.[Br:22]N1C(=O)CCC1=O. The catalyst is O1CCCC1. The product is [Br:22][CH2:3][C:4]([C:6]1[N:14]=[CH:13][N:12]=[C:11]2[C:7]=1[N:8]=[CH:9][NH:10]2)=[O:5]. The yield is 0.820. (2) The catalyst is CCCCO. The yield is 0.570. The product is [CH:1]1([C:4]2[NH:8][N:7]=[C:6]([NH:9][C:10]3[C:11]([F:21])=[C:12]([NH:22][C@H:23]([C:26]4[CH:31]=[CH:30][C:29]([F:32])=[CH:28][CH:27]=4)[CH2:24][OH:25])[C:13]([F:19])=[CH:14][C:15]=3[N+:16]([O-:18])=[O:17])[CH:5]=2)[CH2:2][CH2:3]1. The reactants are [CH:1]1([C:4]2[NH:8][N:7]=[C:6]([NH:9][C:10]3[C:15]([N+:16]([O-:18])=[O:17])=[CH:14][C:13]([F:19])=[C:12](F)[C:11]=3[F:21])[CH:5]=2)[CH2:3][CH2:2]1.[NH2:22][C@H:23]([C:26]1[CH:31]=[CH:30][C:29]([F:32])=[CH:28][CH:27]=1)[CH2:24][OH:25].CCN(C(C)C)C(C)C. (3) The yield is 0.340. The catalyst is C(Cl)Cl. The reactants are C([C@H]1NC[CH2:6][N:5]([CH2:9][C:10]2[CH:15]=[CH:14][C:13]([F:16])=[CH:12][CH:11]=2)[CH2:4]1)C.CCN=C=N[CH2:22][CH2:23][CH2:24][N:25]([CH3:27])[CH3:26].C1C=CC2N([OH:37])N=NC=2C=1.[Cl:38][C:39]1[CH:44]=[CH:43][C:42]([C:45](=C)[C:46](O)=O)=[C:41]([NH:50][C:51]([NH2:53])=[O:52])[CH:40]=1. The product is [Cl:38][C:39]1[CH:44]=[CH:43][C:42](/[CH:45]=[CH:46]/[C:27]([N:25]2[CH2:26][CH2:4][N:5]([CH2:9][C:10]3[CH:11]=[CH:12][C:13]([F:16])=[CH:14][CH:15]=3)[CH2:6][C@H:24]2[CH2:23][CH3:22])=[O:37])=[C:41]([NH:50][C:51]([NH2:53])=[O:52])[CH:40]=1. (4) The reactants are [NH2:1][C:2]([O:4][C@@H:5]([C@@H:48]([CH3:53])/[CH:49]=[CH:50]\[CH:51]=[CH2:52])[C@@H:6]([CH3:47])[C@H:7]([O:39][Si](C(C)(C)C)(C)C)[C@@H:8]([CH3:38])[CH2:9]/[C:10](/[CH3:37])=[CH:11]\[C@H:12]([CH3:36])[C@@H:13]([O:28][Si](C(C)(C)C)(C)C)[C@@H:14]([CH3:27])/[CH:15]=[CH:16]\[C:17]([N:19]([CH3:26])[C:20]1[CH:25]=[CH:24][CH:23]=[CH:22][CH:21]=1)=[O:18])=[O:3].Cl.C([O-])(O)=O.[Na+]. The catalyst is CO. The product is [NH2:1][C:2]([O:4][C@@H:5]([C@@H:48]([CH3:53])/[CH:49]=[CH:50]\[CH:51]=[CH2:52])[C@@H:6]([CH3:47])[C@H:7]([OH:39])[C@@H:8]([CH3:38])[CH2:9]/[C:10](/[CH3:37])=[CH:11]\[CH:12]([CH3:36])[CH:13]([OH:28])[CH:14]([CH3:27])/[CH:15]=[CH:16]\[C:17]([N:19]([CH3:26])[C:20]1[CH:21]=[CH:22][CH:23]=[CH:24][CH:25]=1)=[O:18])=[O:3]. The yield is 0.320.